This data is from Peptide-MHC class I binding affinity with 185,985 pairs from IEDB/IMGT. The task is: Regression. Given a peptide amino acid sequence and an MHC pseudo amino acid sequence, predict their binding affinity value. This is MHC class I binding data. (1) The peptide sequence is RLAKLTEAI. The MHC is HLA-B35:01 with pseudo-sequence HLA-B35:01. The binding affinity (normalized) is 0.0847. (2) The peptide sequence is DVIKSISSI. The MHC is HLA-A68:02 with pseudo-sequence HLA-A68:02. The binding affinity (normalized) is 0.425. (3) The peptide sequence is KIKNRIERL. The MHC is HLA-A69:01 with pseudo-sequence HLA-A69:01. The binding affinity (normalized) is 0.0847. (4) The peptide sequence is DAIKSNNHL. The MHC is HLA-A02:06 with pseudo-sequence HLA-A02:06. The binding affinity (normalized) is 0. (5) The peptide sequence is SRLVNQIIE. The MHC is HLA-B27:05 with pseudo-sequence HLA-B27:05. The binding affinity (normalized) is 0.0785.